Dataset: Peptide-MHC class I binding affinity with 185,985 pairs from IEDB/IMGT. Task: Regression. Given a peptide amino acid sequence and an MHC pseudo amino acid sequence, predict their binding affinity value. This is MHC class I binding data. The peptide sequence is PYDCKELRL. The MHC is HLA-B15:01 with pseudo-sequence HLA-B15:01. The binding affinity (normalized) is 0.0847.